From a dataset of Full USPTO retrosynthesis dataset with 1.9M reactions from patents (1976-2016). Predict the reactants needed to synthesize the given product. (1) Given the product [CH3:21][C:2]1[C:7]2[N:8]=[C:9]([C:11]3[CH:16]=[CH:15][C:14]([O:17][CH3:18])=[CH:13][CH:12]=3)[S:10][C:6]=2[CH:5]=[C:4]([O:19][CH3:20])[CH:3]=1, predict the reactants needed to synthesize it. The reactants are: Br[C:2]1[C:7]2[N:8]=[C:9]([C:11]3[CH:16]=[CH:15][C:14]([O:17][CH3:18])=[CH:13][CH:12]=3)[S:10][C:6]=2[CH:5]=[C:4]([O:19][CH3:20])[CH:3]=1.[C:21](=O)([O-])[O-].[K+].[K+].CB(O)O. (2) Given the product [N:1]1[CH:6]=[CH:5][C:4](/[CH:7]=[CH:16]/[C:10]2[CH:9]=[CH:8][C:13]([CH:14]=[O:15])=[CH:12][CH:11]=2)=[CH:3][CH:2]=1, predict the reactants needed to synthesize it. The reactants are: [N:1]1[CH:6]=[CH:5][C:4]([CH3:7])=[CH:3][CH:2]=1.[CH:8]1[C:13]([CH:14]=[O:15])=[CH:12][CH:11]=[C:10]([CH:16]=O)[CH:9]=1.O. (3) Given the product [F:1][C:2]1[CH:3]=[C:4]([N:16]2[CH2:21][CH2:20][O:19][CH2:18][CH2:17]2)[CH:5]=[CH:6][C:7]=1[CH2:8][N:9]1[CH2:14][CH2:13][N:12]([C:22]([O:23][N:24]2[C:28](=[O:29])[CH2:27][CH2:26][C:25]2=[O:30])=[O:31])[C@@H:11]([CH3:15])[CH2:10]1, predict the reactants needed to synthesize it. The reactants are: [F:1][C:2]1[CH:3]=[C:4]([N:16]2[CH2:21][CH2:20][O:19][CH2:18][CH2:17]2)[CH:5]=[CH:6][C:7]=1[CH2:8][N:9]1[CH2:14][CH2:13][NH:12][C@@H:11]([CH3:15])[CH2:10]1.[C:22](=O)([O:31]N1C(=O)CCC1=O)[O:23][N:24]1[C:28](=[O:29])[CH2:27][CH2:26][C:25]1=[O:30].C(N(CC)CC)C. (4) Given the product [CH3:1][S:2]([NH:5][C:6]1[CH:20]=[CH:19][C:9]([O:10][C:11]2[CH:18]=[CH:17][C:14]([CH2:15][N:25]3[CH2:26][CH2:27][CH:22]([OH:21])[CH2:23][CH2:24]3)=[CH:13][CH:12]=2)=[CH:8][CH:7]=1)(=[O:4])=[O:3], predict the reactants needed to synthesize it. The reactants are: [CH3:1][S:2]([NH:5][C:6]1[CH:20]=[CH:19][C:9]([O:10][C:11]2[CH:18]=[CH:17][C:14]([CH:15]=O)=[CH:13][CH:12]=2)=[CH:8][CH:7]=1)(=[O:4])=[O:3].[OH:21][CH:22]1[CH2:27][CH2:26][NH:25][CH2:24][CH2:23]1.C(O[BH-](OC(=O)C)OC(=O)C)(=O)C.[Na+].[OH-].[Na+].